From a dataset of NCI-60 drug combinations with 297,098 pairs across 59 cell lines. Regression. Given two drug SMILES strings and cell line genomic features, predict the synergy score measuring deviation from expected non-interaction effect. (1) Drug 1: CC(CN1CC(=O)NC(=O)C1)N2CC(=O)NC(=O)C2. Drug 2: CNC(=O)C1=NC=CC(=C1)OC2=CC=C(C=C2)NC(=O)NC3=CC(=C(C=C3)Cl)C(F)(F)F. Cell line: SW-620. Synergy scores: CSS=34.8, Synergy_ZIP=-7.46, Synergy_Bliss=-5.43, Synergy_Loewe=-7.19, Synergy_HSA=-6.58. (2) Drug 1: C1C(C(OC1N2C=NC3=C2NC=NCC3O)CO)O. Drug 2: CCC1(C2=C(COC1=O)C(=O)N3CC4=CC5=C(C=CC(=C5CN(C)C)O)N=C4C3=C2)O.Cl. Cell line: MOLT-4. Synergy scores: CSS=55.5, Synergy_ZIP=1.31, Synergy_Bliss=1.20, Synergy_Loewe=-38.3, Synergy_HSA=-0.409. (3) Drug 1: C#CCC(CC1=CN=C2C(=N1)C(=NC(=N2)N)N)C3=CC=C(C=C3)C(=O)NC(CCC(=O)O)C(=O)O. Drug 2: CC1C(C(CC(O1)OC2CC(CC3=C2C(=C4C(=C3O)C(=O)C5=CC=CC=C5C4=O)O)(C(=O)C)O)N)O. Cell line: SNB-75. Synergy scores: CSS=49.3, Synergy_ZIP=-7.25, Synergy_Bliss=-6.83, Synergy_Loewe=0.221, Synergy_HSA=1.67. (4) Drug 1: COC1=C(C=C2C(=C1)N=CN=C2NC3=CC(=C(C=C3)F)Cl)OCCCN4CCOCC4. Drug 2: COC1=C2C(=CC3=C1OC=C3)C=CC(=O)O2. Cell line: HCC-2998. Synergy scores: CSS=8.74, Synergy_ZIP=-1.11, Synergy_Bliss=2.01, Synergy_Loewe=-3.21, Synergy_HSA=-0.792. (5) Synergy scores: CSS=0.410, Synergy_ZIP=-0.640, Synergy_Bliss=-1.27, Synergy_Loewe=-1.30, Synergy_HSA=-1.24. Drug 2: C(CN)CNCCSP(=O)(O)O. Cell line: A549. Drug 1: CC1=C(C=C(C=C1)C(=O)NC2=CC(=CC(=C2)C(F)(F)F)N3C=C(N=C3)C)NC4=NC=CC(=N4)C5=CN=CC=C5. (6) Drug 1: CN(CC1=CN=C2C(=N1)C(=NC(=N2)N)N)C3=CC=C(C=C3)C(=O)NC(CCC(=O)O)C(=O)O. Drug 2: C1CN(P(=O)(OC1)NCCCl)CCCl. Cell line: UACC62. Synergy scores: CSS=27.9, Synergy_ZIP=-0.690, Synergy_Bliss=0.354, Synergy_Loewe=-45.5, Synergy_HSA=0.164.